The task is: Predict which catalyst facilitates the given reaction.. This data is from Catalyst prediction with 721,799 reactions and 888 catalyst types from USPTO. (1) Reactant: O=C1C2C(=CC=CC=2)C(=O)[N:3]1[O:12][C@H:13]1[CH2:17][CH2:16][N:15]([C:18]([O:20][C:21]([CH3:24])([CH3:23])[CH3:22])=[O:19])[CH2:14]1.O[C@@H]1CCN(C(OC(C)(C)C)=O)C1.NN. Product: [NH2:3][O:12][C@H:13]1[CH2:17][CH2:16][N:15]([C:18]([O:20][C:21]([CH3:24])([CH3:23])[CH3:22])=[O:19])[CH2:14]1. The catalyst class is: 5. (2) Reactant: [C:1]([NH2:4])(=[S:3])[CH3:2].C([O-])([O-])=O.[K+].[K+].[C:11](Cl)(=[O:21])[C:12]1[C:13](=[CH:17][CH:18]=[CH:19][CH:20]=1)[C:14](Cl)=[O:15]. Product: [C:1]([N:4]1[C:14](=[O:15])[C:13]2[C:12](=[CH:20][CH:19]=[CH:18][CH:17]=2)[C:11]1=[O:21])(=[S:3])[CH3:2]. The catalyst class is: 1.